From a dataset of Peptide-MHC class I binding affinity with 185,985 pairs from IEDB/IMGT. Regression. Given a peptide amino acid sequence and an MHC pseudo amino acid sequence, predict their binding affinity value. This is MHC class I binding data. (1) The peptide sequence is ISPRTLNAW. The MHC is HLA-B35:03 with pseudo-sequence HLA-B35:03. The binding affinity (normalized) is 0. (2) The binding affinity (normalized) is 0.0847. The peptide sequence is AFDWPELEF. The MHC is HLA-A02:01 with pseudo-sequence HLA-A02:01. (3) The binding affinity (normalized) is 0.547. The peptide sequence is SLASIGTSF. The MHC is HLA-A02:06 with pseudo-sequence HLA-A02:06. (4) The peptide sequence is WTVNDIQKL. The MHC is HLA-B54:01 with pseudo-sequence HLA-B54:01. The binding affinity (normalized) is 0.